Dataset: Reaction yield outcomes from USPTO patents with 853,638 reactions. Task: Predict the reaction yield, written as a fraction of the theoretical maximum amount of product (1.0 means a 100% yield; for example, 0.34 means a 34% yield). (1) The reactants are [CH3:1][C@@H:2]1[CH2:6][CH2:5][C:4](=O)[CH:3]1[C:8]([O:10]CC)=O.[NH2:13][C:14]([NH2:16])=[S:15].[OH-].[K+]. The catalyst is C(O)C.O. The product is [SH:15][C:14]1[N:13]=[C:8]([OH:10])[C:3]2[C@H:2]([CH3:1])[CH2:6][CH2:5][C:4]=2[N:16]=1. The yield is 0.560. (2) The reactants are [C:1]([OH:6])(=O)[C@@H:2]([CH3:4])[OH:3].[Cl:7][C:8]1[CH:9]=[C:10]([NH:22][C:23]2[C:32]3[C:27](=[CH:28][CH:29]=[CH:30][C:31]=3[O:33][CH2:34][C@H:35]3[CH2:39][CH2:38][CH2:37][NH:36]3)[N:26]=[CH:25][N:24]=2)[CH:11]=[CH:12][C:13]=1[O:14][CH2:15][C:16]1[CH:21]=[CH:20][CH:19]=[CH:18][N:17]=1. No catalyst specified. The product is [Cl:7][C:8]1[CH:9]=[C:10]([NH:22][C:23]2[C:32]3[C:27](=[CH:28][CH:29]=[CH:30][C:31]=3[O:33][CH2:34][C@H:35]3[CH2:39][CH2:38][CH2:37][N:36]3[C:1](=[O:6])[C@H:2]([OH:3])[CH3:4])[N:26]=[CH:25][N:24]=2)[CH:11]=[CH:12][C:13]=1[O:14][CH2:15][C:16]1[CH:21]=[CH:20][CH:19]=[CH:18][N:17]=1. The yield is 0.500. (3) The reactants are S(Cl)([Cl:4])(=O)=O.[Cl:6][C:7]1[CH:8]=[C:9]([C:13]2[O:17][N:16]=[C:15]([CH2:18][O:19][S:20]([CH3:23])(=[O:22])=[O:21])[CH:14]=2)[CH:10]=[CH:11][CH:12]=1. The catalyst is ClCCl. The product is [Cl:4][C:14]1[C:15]([CH2:18][O:19][S:20]([CH3:23])(=[O:22])=[O:21])=[N:16][O:17][C:13]=1[C:9]1[CH:10]=[CH:11][CH:12]=[C:7]([Cl:6])[CH:8]=1. The yield is 0.970. (4) The reactants are [CH3:1][C:2]1[O:6][N:5]=[C:4]([C:7]2[CH:12]=[CH:11][CH:10]=[CH:9][CH:8]=2)[C:3]=1[CH2:13][NH2:14].[CH3:15][O:16][C:17]([C:19]1[CH:24]=[N:23][C:22](Cl)=[CH:21][N:20]=1)=[O:18]. The catalyst is CS(C)=O. The product is [CH3:15][O:16][C:17]([C:19]1[CH:24]=[N:23][C:22]([NH:14][CH2:13][C:3]2[C:4]([C:7]3[CH:12]=[CH:11][CH:10]=[CH:9][CH:8]=3)=[N:5][O:6][C:2]=2[CH3:1])=[CH:21][N:20]=1)=[O:18]. The yield is 0.840. (5) The reactants are [CH:1]1[C:14]2[C:5](=[CH:6][C:7]3[C:12]([C:13]=2[CH2:15][N:16]([CH2:25][CH3:26])[CH2:17][CH2:18][CH2:19][NH:20][CH2:21][CH2:22][CH2:23][OH:24])=[CH:11][CH:10]=[CH:9][CH:8]=3)[CH:4]=[CH:3][CH:2]=1.[ClH:27].[CH2:28](O)[CH3:29]. No catalyst specified. The product is [ClH:27].[CH:11]1[C:12]2[C:7](=[CH:6][C:5]3[C:14]([C:13]=2[CH2:15][N:16]([CH2:25][CH3:26])[CH2:17][CH2:18][CH2:19][NH:20][CH2:21][CH2:22][CH2:23][O:24][CH2:28][CH3:29])=[CH:1][CH:2]=[CH:3][CH:4]=3)[CH:8]=[CH:9][CH:10]=1. The yield is 0.950. (6) The reactants are [F:1][C:2]1[CH:14]=[CH:13][C:5]([C:6]([O:8][C:9]([CH3:12])([CH3:11])[CH3:10])=[O:7])=[CH:4][C:3]=1[CH2:15][NH:16][CH3:17].[CH2:18]([O:25][C:26]([NH:28][CH2:29][C:30](O)=[O:31])=[O:27])[C:19]1[CH:24]=[CH:23][CH:22]=[CH:21][CH:20]=1.C1C=CC2N(O)N=NC=2C=1.O.C1CCC(N=C=NC2CCCCC2)CC1. The catalyst is CN(C=O)C.C(Cl)Cl. The product is [F:1][C:2]1[CH:14]=[CH:13][C:5]([C:6]([O:8][C:9]([CH3:11])([CH3:12])[CH3:10])=[O:7])=[CH:4][C:3]=1[CH2:15][NH:16][CH2:17][C:30](=[O:31])[CH2:29][NH:28][C:26]([O:25][CH2:18][C:19]1[CH:20]=[CH:21][CH:22]=[CH:23][CH:24]=1)=[O:27]. The yield is 1.00.